This data is from Forward reaction prediction with 1.9M reactions from USPTO patents (1976-2016). The task is: Predict the product of the given reaction. (1) Given the reactants [NH2:1][C:2]1[N:3]([C:16]2[CH:21]=[CH:20][C:19]([O:22]C)=[CH:18][CH:17]=2)[N:4]=[C:5]2[C:14]3[CH:13]=[CH:12][CH:11]=[CH:10][C:9]=3[NH:8][C:7](=[O:15])[C:6]=12.NC(C(O)=O)CCSC.CS(O)(=O)=O.[OH-].[Na+].C(O)(=O)CC(CC(O)=O)(C(O)=O)O, predict the reaction product. The product is: [NH2:1][C:2]1[N:3]([C:16]2[CH:21]=[CH:20][C:19]([OH:22])=[CH:18][CH:17]=2)[N:4]=[C:5]2[C:14]3[CH:13]=[CH:12][CH:11]=[CH:10][C:9]=3[NH:8][C:7](=[O:15])[C:6]=12. (2) Given the reactants [Cl:1][C:2]1[CH:3]=[C:4]([C:8]2[N:13]=[C:12]([C:14]([OH:16])=O)[CH:11]=[CH:10][CH:9]=2)[CH:5]=[CH:6][CH:7]=1.[NH2:17][C:18]([CH2:23][CH3:24])([CH2:21][CH3:22])[CH2:19][OH:20], predict the reaction product. The product is: [CH2:21]([C:18]([NH:17][C:14]([C:12]1[CH:11]=[CH:10][CH:9]=[C:8]([C:4]2[CH:5]=[CH:6][CH:7]=[C:2]([Cl:1])[CH:3]=2)[N:13]=1)=[O:16])([CH2:19][OH:20])[CH2:23][CH3:24])[CH3:22].